Dataset: Reaction yield outcomes from USPTO patents with 853,638 reactions. Task: Predict the reaction yield, written as a fraction of the theoretical maximum amount of product (1.0 means a 100% yield; for example, 0.34 means a 34% yield). The reactants are [Br:1][C:2]1[CH:3]=[C:4]([CH:7]=[CH:8][CH:9]=1)[CH:5]=[O:6].CC1C=CC(S(O)(=O)=O)=CC=1.[CH2:21](O)[CH2:22][OH:23]. The catalyst is C1(C)C=CC=CC=1. The product is [Br:1][C:2]1[CH:3]=[C:4]([CH:5]2[O:23][CH2:22][CH2:21][O:6]2)[CH:7]=[CH:8][CH:9]=1. The yield is 0.890.